This data is from Forward reaction prediction with 1.9M reactions from USPTO patents (1976-2016). The task is: Predict the product of the given reaction. (1) The product is: [CH3:14][NH:15][C:16]([C:18]1[N:22]2[CH2:23][CH2:24][N:25]([C:11]([C:9]3[CH:10]=[C:5]4[N:4]=[CH:3][C:2]([Br:1])=[CH:7][N:6]4[N:8]=3)=[O:13])[CH2:26][C:21]2=[CH:20][CH:19]=1)=[O:17]. Given the reactants [Br:1][C:2]1[CH:3]=[N:4][C:5]2[N:6]([N:8]=[C:9]([C:11]([OH:13])=O)[CH:10]=2)[CH:7]=1.[CH3:14][NH:15][C:16]([C:18]1[N:22]2[CH2:23][CH2:24][NH:25][CH2:26][C:21]2=[CH:20][CH:19]=1)=[O:17], predict the reaction product. (2) Given the reactants [CH2:1]([N:8]1[CH:12]=[C:11](B(O)O)[CH:10]=[N:9]1)[C:2]1[CH:7]=[CH:6][CH:5]=[CH:4][CH:3]=1.Br[C:17]1[CH:18]=[C:19]([CH:21]=[CH:22][CH:23]=1)[NH2:20].C([O-])([O-])=O.[Na+].[Na+], predict the reaction product. The product is: [CH2:1]([N:8]1[CH:12]=[C:11]([C:17]2[CH:18]=[C:19]([NH2:20])[CH:21]=[CH:22][CH:23]=2)[CH:10]=[N:9]1)[C:2]1[CH:7]=[CH:6][CH:5]=[CH:4][CH:3]=1. (3) The product is: [Cl:37][C:38]1[C:39]([F:41])=[CH:25][CH:24]=[C:30]2[C:29]=1[C:27]([C:26]([OH:31])=[O:48])=[CH:4][NH:3]2. Given the reactants CC1(C)CCC[C:4](C)(C)[NH:3]1.CN(CCN(CCN(C)C)C)C.C[C:24]1[CH:25]=[C:26]([OH:31])[C:27](=[CH:29][CH:30]=1)O.[Li]CCCC.[Cl:37][C:38](Cl)(F)[C:39](Cl)([F:41])F.C1C[O:48]CC1, predict the reaction product. (4) Given the reactants C([O:4][CH2:5][C@H:6]1[CH2:11][C@@H:10]([O:12]C(=O)C)[CH2:9][CH2:8][C@@:7]1([C@H:17]1[CH2:25][CH2:24][C@@:23]2([CH3:26])[C@@H:19]([CH2:20][CH2:21][C:22]2=[O:27])[C@@H:18]1[CH2:28][O:29][Si:30]([C:43]([CH3:46])([CH3:45])[CH3:44])([C:37]1[CH:42]=[CH:41][CH:40]=[CH:39][CH:38]=1)[C:31]1[CH:36]=[CH:35][CH:34]=[CH:33][CH:32]=1)[CH3:16])(=O)C.C[O-].[Na+].CC(O)=O, predict the reaction product. The product is: [Si:30]([O:29][CH2:28][C@@H:18]1[C@@H:17]([C@@:7]2([CH3:16])[CH2:8][CH2:9][C@H:10]([OH:12])[CH2:11][C@@H:6]2[CH2:5][OH:4])[CH2:25][CH2:24][C@@:23]2([CH3:26])[C@H:19]1[CH2:20][CH2:21][C:22]2=[O:27])([C:43]([CH3:45])([CH3:46])[CH3:44])([C:31]1[CH:36]=[CH:35][CH:34]=[CH:33][CH:32]=1)[C:37]1[CH:42]=[CH:41][CH:40]=[CH:39][CH:38]=1.